This data is from Catalyst prediction with 721,799 reactions and 888 catalyst types from USPTO. The task is: Predict which catalyst facilitates the given reaction. The catalyst class is: 10. Reactant: [CH3:1][C:2]1[N:3]=[C:4]([CH:8]([OH:10])[CH3:9])[S:5][C:6]=1[CH3:7].[Br:11][CH2:12][C:13]([C:15]1[CH:20]=[CH:19][CH:18]=[CH:17][CH:16]=1)=[O:14]. Product: [Br-:11].[CH3:1][C:2]1[N+:3]([CH2:12][C:13](=[O:14])[C:15]2[CH:20]=[CH:19][CH:18]=[CH:17][CH:16]=2)=[C:4]([CH:8]([OH:10])[CH3:9])[S:5][C:6]=1[CH3:7].